From a dataset of Forward reaction prediction with 1.9M reactions from USPTO patents (1976-2016). Predict the product of the given reaction. (1) Given the reactants O.[F-].[NH4+].[Si]([O:11][C@@H:12]1[CH2:21][CH2:20][CH2:19][C@H:18]2[C@@H:13]1[NH:14][CH2:15][CH2:16][N:17]2[C:22]([O:24][CH3:25])=[O:23])(C(C)(C)C)(C)C.C([O-])([O-])=O.[Na+].[Na+], predict the reaction product. The product is: [CH3:25][O:24][C:22]([N:17]1[C@@H:18]2[C@@H:13]([C@H:12]([OH:11])[CH2:21][CH2:20][CH2:19]2)[NH:14][CH2:15][CH2:16]1)=[O:23]. (2) Given the reactants [F:1][C:2]1[CH:3]=[CH:4][C:5]([O:31]C)=[C:6]([C:8]([CH3:30])([CH3:29])[CH2:9][C:10]([C:25]([F:28])([F:27])[F:26])([OH:24])[CH2:11][NH:12][C:13]2[CH:22]=[CH:21][CH:20]=[C:19]3[C:14]=2[CH:15]=[CH:16][C:17]([CH3:23])=[N:18]3)[CH:7]=1.B(Br)(Br)Br.C(Cl)Cl.CCCCCC.C(OCC)(=O)C, predict the reaction product. The product is: [F:1][C:2]1[CH:3]=[CH:4][C:5]([OH:31])=[C:6]([C:8]([CH3:29])([CH3:30])[CH2:9][C:10]([C:25]([F:26])([F:27])[F:28])([OH:24])[CH2:11][NH:12][C:13]2[CH:22]=[CH:21][CH:20]=[C:19]3[C:14]=2[CH:15]=[CH:16][C:17]([CH3:23])=[N:18]3)[CH:7]=1. (3) The product is: [Cl:27][C:20]1[CH:21]=[C:22]([F:26])[C:23]([F:25])=[CH:24][C:19]=1[C:17]1[N:29]=[N:30][C:2]2[CH:1]3[CH2:7][CH:4]([C:3]=2[CH:16]=1)[CH2:5][CH2:6]3. Given the reactants [CH:1]12[CH2:7][CH:4]([CH2:5][CH2:6]1)[C:3](=O)[C:2]2=O.COP([CH2:16][C:17]([C:19]1[CH:24]=[C:23]([F:25])[C:22]([F:26])=[CH:21][C:20]=1[Cl:27])=O)(=O)OC.O.[NH2:29][NH2:30], predict the reaction product. (4) Given the reactants [CH2:1]([N:8]1[CH2:13][CH2:12][C@H:11]([OH:14])[C@H:10]([CH3:15])[CH2:9]1)[C:2]1[CH:7]=[CH:6][CH:5]=[CH:4][CH:3]=1.[H-].[Na+].I[CH3:19], predict the reaction product. The product is: [CH2:1]([N:8]1[CH2:13][CH2:12][C@H:11]([O:14][CH3:19])[C@H:10]([CH3:15])[CH2:9]1)[C:2]1[CH:3]=[CH:4][CH:5]=[CH:6][CH:7]=1.